Dataset: Catalyst prediction with 721,799 reactions and 888 catalyst types from USPTO. Task: Predict which catalyst facilitates the given reaction. Reactant: [CH3:1][O:2][CH2:3][N:4]1[C:8]2[CH:9]=[CH:10][C:11]([CH:13]([C:15]3[CH:19]=[CH:18][N:17]([C:20]4[N:25]=[CH:24][C:23]([CH2:26][O:27][CH2:28][C:29]([O:31]CC)=[O:30])=[CH:22][CH:21]=4)[N:16]=3)[CH3:14])=[CH:12][C:7]=2[S:6][C:5]1=[O:34].[OH-].[Li+].O.[OH-].[Na+]. Product: [CH3:1][O:2][CH2:3][N:4]1[C:8]2[CH:9]=[CH:10][C:11]([CH:13]([C:15]3[CH:19]=[CH:18][N:17]([C:20]4[N:25]=[CH:24][C:23]([CH2:26][O:27][CH2:28][C:29]([OH:31])=[O:30])=[CH:22][CH:21]=4)[N:16]=3)[CH3:14])=[CH:12][C:7]=2[S:6][C:5]1=[O:34]. The catalyst class is: 7.